Dataset: Full USPTO retrosynthesis dataset with 1.9M reactions from patents (1976-2016). Task: Predict the reactants needed to synthesize the given product. (1) Given the product [Br:1][C:2]1[C:3]([N:21]2[CH2:26][CH2:25][CH2:24][C@@H:23]([NH:27][C:28](=[O:34])[O:29][C:30]([CH3:32])([CH3:31])[CH3:33])[CH2:22]2)=[C:4]2[C:10]([NH:11][C:12](=[O:19])[C:13]3[CH:18]=[CH:17][CH:16]=[N:15][CH:14]=3)=[CH:9][NH:8][C:5]2=[N:6][CH:7]=1, predict the reactants needed to synthesize it. The reactants are: [Br:1][C:2]1[C:3](F)=[C:4]2[C:10]([NH:11][C:12](=[O:19])[C:13]3[CH:18]=[CH:17][CH:16]=[N:15][CH:14]=3)=[CH:9][NH:8][C:5]2=[N:6][CH:7]=1.[NH:21]1[CH2:26][CH2:25][CH2:24][CH:23]([NH:27][C:28](=[O:34])[O:29][C:30]([CH3:33])([CH3:32])[CH3:31])[CH2:22]1. (2) Given the product [NH:9]1[C:10]2[C:6](=[CH:5][CH:4]=[CH:3][C:2]=2[O:1][CH2:18][C:19]#[N:20])[CH:7]=[CH:8]1, predict the reactants needed to synthesize it. The reactants are: [OH:1][C:2]1[CH:3]=[CH:4][CH:5]=[C:6]2[C:10]=1[NH:9][CH:8]=[CH:7]2.C(=O)([O-])[O-].[K+].[K+].Br[CH2:18][C:19]#[N:20]. (3) Given the product [F:19][C:17]([F:18])([F:20])[C:14]1[CH:13]=[CH:12][C:11]([C:9]([N:2]2[CH2:8][CH2:7][CH2:6][N:5]([C:35]3[CH:34]=[CH:33][C:32]([C:31]([F:40])([F:39])[F:30])=[CH:37][N:36]=3)[CH2:4][CH2:3]2)=[O:10])=[CH:16][CH:15]=1, predict the reactants needed to synthesize it. The reactants are: Cl.[N:2]1([C:9]([C:11]2[CH:16]=[CH:15][C:14]([C:17]([F:20])([F:19])[F:18])=[CH:13][CH:12]=2)=[O:10])[CH2:8][CH2:7][CH2:6][NH:5][CH2:4][CH2:3]1.C(N(CC)C(C)C)(C)C.[F:30][C:31]([F:40])([F:39])[C:32]1[CH:33]=[CH:34][C:35](Cl)=[N:36][CH:37]=1.CN(C1C=CC=CN=1)C. (4) Given the product [C:24]([Si:21]([O:20][CH2:19][CH:18]1[CH2:17][C:10]2[CH:11]=[CH:12][CH:13]=[C:14]([O:15][CH3:16])[C:9]=2[O:28]1)([CH3:22])[CH3:23])([CH3:25])([CH3:26])[CH3:27], predict the reactants needed to synthesize it. The reactants are: C(O[C:9]1[C:14]([O:15][CH3:16])=[CH:13][CH:12]=[CH:11][C:10]=1[CH2:17][CH:18]([OH:28])[CH2:19][O:20][Si:21]([C:24]([CH3:27])([CH3:26])[CH3:25])([CH3:23])[CH3:22])C1C=CC=CC=1.[Si](OCC(O)CC1C=CC=C(OC)C=1O)(C(C)(C)C)(C)C.C1(O)C=CC=CC=1.C1(P(C2C=CC=CC=2)C2C=CC=CC=2)C=CC=CC=1.CCOC(/N=N/C(OCC)=O)=O. (5) Given the product [NH2:39][C:36]1[N:37]=[CH:38][C:33]([C:3]2[N:4]=[C:5]([N:19]3[CH2:24][CH2:23][O:22][CH2:21][CH2:20]3)[C:6]3[S:11][C:10]([C:12]4([OH:18])[CH2:17][CH2:16][NH:15][CH2:14][CH2:13]4)=[CH:9][C:7]=3[N:8]=2)=[CH:34][N:35]=1, predict the reactants needed to synthesize it. The reactants are: Cl.Cl[C:3]1[N:4]=[C:5]([N:19]2[CH2:24][CH2:23][O:22][CH2:21][CH2:20]2)[C:6]2[S:11][C:10]([C:12]3([OH:18])[CH2:17][CH2:16][NH:15][CH2:14][CH2:13]3)=[CH:9][C:7]=2[N:8]=1.CC1(C)C(C)(C)OB([C:33]2[CH:34]=[N:35][C:36]([NH2:39])=[N:37][CH:38]=2)O1. (6) Given the product [CH3:31][N:27]1[CH2:28][CH2:29][CH2:30][CH:26]1[CH2:25][CH2:24][N:12]1[C:13]2[CH:1]=[CH:2][C:3]([C:17](=[O:19])[CH3:18])=[CH:4][C:5]=2[C:6]2[C:11]1=[CH:10][CH:9]=[C:8]([C:14](=[O:16])[CH3:15])[CH:7]=2, predict the reactants needed to synthesize it. The reactants are: [CH:1]1[C:13]2[NH:12][C:11]3[C:6](=[CH:7][C:8]([C:14](=[O:16])[CH3:15])=[CH:9][CH:10]=3)[C:5]=2[CH:4]=[C:3]([C:17](=[O:19])[CH3:18])[CH:2]=1.[H-].[Na+].Cl.Cl[CH2:24][CH2:25][CH:26]1[CH2:30][CH2:29][CH2:28][N:27]1[CH3:31].C(Cl)(Cl)Cl.CO.